From a dataset of Forward reaction prediction with 1.9M reactions from USPTO patents (1976-2016). Predict the product of the given reaction. Given the reactants [CH2:1]([O:3][CH:4]([O:20][CH2:21][CH3:22])[C:5]1[O:13][C:12]2[C:11]([N:14]3[CH2:19][CH2:18][NH:17][CH2:16][CH2:15]3)=[CH:10][N:9]=[CH:8][C:7]=2[CH:6]=1)[CH3:2].C(N(CC)CC)C.[CH:30]([S:33](Cl)(=[O:35])=[O:34])([CH3:32])[CH3:31], predict the reaction product. The product is: [CH2:21]([O:20][CH:4]([O:3][CH2:1][CH3:2])[C:5]1[O:13][C:12]2[C:11]([N:14]3[CH2:19][CH2:18][N:17]([S:33]([CH:30]([CH3:32])[CH3:31])(=[O:35])=[O:34])[CH2:16][CH2:15]3)=[CH:10][N:9]=[CH:8][C:7]=2[CH:6]=1)[CH3:22].